Dataset: Peptide-MHC class I binding affinity with 185,985 pairs from IEDB/IMGT. Task: Regression. Given a peptide amino acid sequence and an MHC pseudo amino acid sequence, predict their binding affinity value. This is MHC class I binding data. (1) The peptide sequence is QSPVRKAAY. The MHC is Patr-B0101 with pseudo-sequence Patr-B0101. The binding affinity (normalized) is 0. (2) The peptide sequence is RLRQLPKKK. The MHC is HLA-B07:02 with pseudo-sequence HLA-B07:02. The binding affinity (normalized) is 0.0847. (3) The peptide sequence is NFMVSVSDFR. The MHC is HLA-A68:01 with pseudo-sequence HLA-A68:01. The binding affinity (normalized) is 0.826. (4) The peptide sequence is AAVEDEEFW. The MHC is HLA-B53:01 with pseudo-sequence HLA-B53:01. The binding affinity (normalized) is 0.780. (5) The peptide sequence is FTNKRTRGPL. The MHC is HLA-A02:01 with pseudo-sequence HLA-A02:01. The binding affinity (normalized) is 0.104. (6) The peptide sequence is RAFWGQVQK. The binding affinity (normalized) is 0.0847. The MHC is HLA-A02:19 with pseudo-sequence HLA-A02:19. (7) The peptide sequence is GQPHSLASL. The MHC is HLA-B48:01 with pseudo-sequence HLA-B48:01. The binding affinity (normalized) is 0.537.